This data is from NCI-60 drug combinations with 297,098 pairs across 59 cell lines. The task is: Regression. Given two drug SMILES strings and cell line genomic features, predict the synergy score measuring deviation from expected non-interaction effect. Drug 1: CC1C(C(CC(O1)OC2CC(CC3=C2C(=C4C(=C3O)C(=O)C5=C(C4=O)C(=CC=C5)OC)O)(C(=O)C)O)N)O.Cl. Cell line: TK-10. Synergy scores: CSS=6.74, Synergy_ZIP=-4.56, Synergy_Bliss=-3.53, Synergy_Loewe=-22.4, Synergy_HSA=-5.15. Drug 2: N.N.Cl[Pt+2]Cl.